From a dataset of Reaction yield outcomes from USPTO patents with 853,638 reactions. Predict the reaction yield, written as a fraction of the theoretical maximum amount of product (1.0 means a 100% yield; for example, 0.34 means a 34% yield). The reactants are [C:1]1(=O)[CH2:4][CH2:3][CH2:2]1.C(O)(=O)C.[N:10]1([C:16]([O:18][C:19]([CH3:22])([CH3:21])[CH3:20])=[O:17])[CH2:15][CH2:14][NH:13][CH2:12][CH2:11]1.C([BH3-])#N.[Na+]. The catalyst is C1COCC1.O. The product is [CH:1]1([N:13]2[CH2:12][CH2:11][N:10]([C:16]([O:18][C:19]([CH3:22])([CH3:21])[CH3:20])=[O:17])[CH2:15][CH2:14]2)[CH2:4][CH2:3][CH2:2]1. The yield is 0.505.